This data is from Peptide-MHC class I binding affinity with 185,985 pairs from IEDB/IMGT. The task is: Regression. Given a peptide amino acid sequence and an MHC pseudo amino acid sequence, predict their binding affinity value. This is MHC class I binding data. The peptide sequence is CYMHVSDFY. The MHC is HLA-A26:03 with pseudo-sequence HLA-A26:03. The binding affinity (normalized) is 0.0847.